This data is from Full USPTO retrosynthesis dataset with 1.9M reactions from patents (1976-2016). The task is: Predict the reactants needed to synthesize the given product. (1) Given the product [C:1]([NH:24][CH:25]([CH2:40][CH:41]([CH3:43])[CH3:42])[C:26]([O:28][C:29]1[CH:39]=[CH:38][C:37]([C:48]2[CH:47]=[CH:46][C:45]([F:44])=[CH:50][C:49]=2[F:51])=[CH:36][C:30]=1[C:31]([O:33][CH2:34][CH3:35])=[O:32])=[O:27])(=[O:23])[CH2:2][CH2:3]/[CH:4]=[CH:5]\[CH2:6]/[CH:7]=[CH:8]\[CH2:9]/[CH:10]=[CH:11]\[CH2:12]/[CH:13]=[CH:14]\[CH2:15]/[CH:16]=[CH:17]\[CH2:18]/[CH:19]=[CH:20]\[CH2:21][CH3:22], predict the reactants needed to synthesize it. The reactants are: [C:1]([NH:24][CH:25]([CH2:40][CH:41]([CH3:43])[CH3:42])[C:26]([O:28][C:29]1[CH:39]=[CH:38][CH:37]=[CH:36][C:30]=1[C:31]([O:33][CH2:34][CH3:35])=[O:32])=[O:27])(=[O:23])[CH2:2][CH2:3]/[CH:4]=[CH:5]\[CH2:6]/[CH:7]=[CH:8]\[CH2:9]/[CH:10]=[CH:11]\[CH2:12]/[CH:13]=[CH:14]\[CH2:15]/[CH:16]=[CH:17]\[CH2:18]/[CH:19]=[CH:20]\[CH2:21][CH3:22].[F:44][C:45]1[CH:50]=[C:49]([F:51])[CH:48]=[CH:47][C:46]=1C1C=CC(O)=C(C(O)=O)C=1. (2) Given the product [Cl:1][C:2]1[C:9]([Cl:10])=[CH:8][C:5]([CH:6]=[O:7])=[C:4]([O:19][C:16]2[CH:17]=[CH:18][C:13]([F:12])=[CH:14][C:15]=2[O:20][CH3:21])[CH:3]=1, predict the reactants needed to synthesize it. The reactants are: [Cl:1][C:2]1[C:9]([Cl:10])=[CH:8][C:5]([CH:6]=[O:7])=[C:4](F)[CH:3]=1.[F:12][C:13]1[CH:18]=[CH:17][C:16]([OH:19])=[C:15]([O:20][CH3:21])[CH:14]=1.C([O-])([O-])=O.[K+].[K+]. (3) The reactants are: [OH:1][C:2]1[CH:7]=[CH:6][C:5]([C:8]2[N:13]=[C:12]([NH:14][C:15]3[CH:16]=[C:17]([CH:21]=[CH:22][CH:23]=3)[C:18]([OH:20])=O)[CH:11]=[N:10][CH:9]=2)=[CH:4][CH:3]=1.[CH2:24]([N:26]([CH2:29][CH3:30])[CH2:27][CH3:28])[CH3:25].C[N:32](C(ON1N=NC2C=CC=CC1=2)=[N+](C)C)C.[B-](F)(F)(F)F. Given the product [CH2:24]([N:26]([CH2:29][CH3:30])[CH2:27][CH2:28][NH:32][C:18](=[O:20])[C:17]1[CH:21]=[CH:22][CH:23]=[C:15]([NH:14][C:12]2[CH:11]=[N:10][CH:9]=[C:8]([C:5]3[CH:6]=[CH:7][C:2]([OH:1])=[CH:3][CH:4]=3)[N:13]=2)[CH:16]=1)[CH3:25], predict the reactants needed to synthesize it. (4) Given the product [CH3:2][O:3][C:4](=[O:14])[CH2:5][CH:6]([N:13]1[CH2:23][C:15]2[C:16](=[CH:17][CH:18]=[CH:19][CH:20]=2)[C:21]1=[O:22])[C:7]1[CH:12]=[CH:11][CH:10]=[CH:9][CH:8]=1, predict the reactants needed to synthesize it. The reactants are: Cl.[CH3:2][O:3][C:4](=[O:14])[CH2:5][CH:6]([NH2:13])[C:7]1[CH:12]=[CH:11][CH:10]=[CH:9][CH:8]=1.[C:15]1([CH:23]=O)[C:16]([CH:21]=[O:22])=[CH:17][CH:18]=[CH:19][CH:20]=1. (5) Given the product [F:18][C:16]([F:17])([F:19])[C:14]1[CH:15]=[C:10]([C:9]2[C:5]([C:3]([OH:4])=[O:2])=[CH:6][N:7]([CH2:24][C:25]([OH:27])=[O:26])[CH:8]=2)[CH:11]=[C:12]([C:20]([F:21])([F:23])[F:22])[CH:13]=1, predict the reactants needed to synthesize it. The reactants are: C[O:2][C:3]([C:5]1[C:9]([C:10]2[CH:15]=[C:14]([C:16]([F:19])([F:18])[F:17])[CH:13]=[C:12]([C:20]([F:23])([F:22])[F:21])[CH:11]=2)=[CH:8][N:7]([CH2:24][C:25]([OH:27])=[O:26])[CH:6]=1)=[O:4].[OH-].[Na+].Cl. (6) Given the product [C:2]([C:7]1[N:8]=[C:9]([CH2:12][N:13]2[CH:17]=[CH:16][C:15]([NH:18][C:25]([C:23]3[N:24]=[C:20]([CH3:19])[O:21][C:22]=3[C:28]3[CH:29]=[C:30]([CH3:34])[CH:31]=[CH:32][CH:33]=3)=[O:26])=[N:14]2)[S:10][CH:11]=1)(=[O:6])[CH3:1], predict the reactants needed to synthesize it. The reactants are: [CH3:1][C:2]1([C:7]2[N:8]=[C:9]([CH2:12][N:13]3[CH:17]=[CH:16][C:15]([NH2:18])=[N:14]3)[S:10][CH:11]=2)[O:6]CCO1.[CH3:19][C:20]1[O:21][C:22]([C:28]2[CH:29]=[C:30]([CH3:34])[CH:31]=[CH:32][CH:33]=2)=[C:23]([C:25](O)=[O:26])[N:24]=1. (7) Given the product [CH3:1][C:2]1[CH:7]=[CH:6][C:5]([CH3:8])=[CH:4][C:3]=1[O:9][C:11]1[CH:18]=[CH:17][C:14]([C:15]#[N:16])=[CH:13][C:12]=1[N+:19]([O-:21])=[O:20], predict the reactants needed to synthesize it. The reactants are: [CH3:1][C:2]1[CH:7]=[CH:6][C:5]([CH3:8])=[CH:4][C:3]=1[OH:9].Cl[C:11]1[CH:18]=[CH:17][C:14]([C:15]#[N:16])=[CH:13][C:12]=1[N+:19]([O-:21])=[O:20].C([O-])([O-])=O.[K+].[K+].